Dataset: Full USPTO retrosynthesis dataset with 1.9M reactions from patents (1976-2016). Task: Predict the reactants needed to synthesize the given product. (1) Given the product [NH:1]1[C:5]2[CH:6]=[CH:7][C:8]([C:10]([NH2:15])=[O:12])=[CH:9][C:4]=2[N:3]=[N:2]1, predict the reactants needed to synthesize it. The reactants are: [NH:1]1[C:5]2[CH:6]=[CH:7][C:8]([C:10]([OH:12])=O)=[CH:9][C:4]=2[N:3]=[N:2]1.CC[N:15]=C=NCCCN(C)C.Cl.Cl.C1C=CC2N(O)N=NC=2C=1.N. (2) Given the product [C:1]1([S:7]([N:10]2[CH2:14][CH:13]([C:15]3[CH:16]=[C:17]([C:28]4[C:27]([Cl:26])=[CH:32][CH:31]=[C:30]([C:33]#[N:34])[CH:29]=4)[CH:18]=[CH:19][CH:20]=3)[N:12]([CH:22]([CH3:24])[CH3:23])[C:11]2=[O:25])(=[O:9])=[O:8])[CH:6]=[CH:5][CH:4]=[CH:3][CH:2]=1, predict the reactants needed to synthesize it. The reactants are: [C:1]1([S:7]([N:10]2[CH2:14][CH:13]([C:15]3[CH:20]=[CH:19][CH:18]=[C:17](Br)[CH:16]=3)[N:12]([CH:22]([CH3:24])[CH3:23])[C:11]2=[O:25])(=[O:9])=[O:8])[CH:6]=[CH:5][CH:4]=[CH:3][CH:2]=1.[Cl:26][C:27]1[CH:32]=[CH:31][C:30]([C:33]#[N:34])=[CH:29][C:28]=1B(O)O.C(=O)([O-])[O-].[Na+].[Na+]. (3) The reactants are: [O:1]1[CH2:5][CH:4]=[C:3]([C:6]2[CH:11]=[C:10]([CH3:12])[C:9]([C:13]3[CH:21]=[CH:20][C:19]([F:22])=[C:18]4[C:14]=3[CH2:15][CH2:16][C@H:17]4[O:23][C:24]3[CH:36]=[CH:35][C:27]4[C@H:28]([CH2:31][C:32]([OH:34])=[O:33])[CH2:29][O:30][C:26]=4[CH:25]=3)=[C:8]([CH3:37])[CH:7]=2)[CH2:2]1. Given the product [CH3:12][C:10]1[CH:11]=[C:6]([CH:3]2[CH2:4][CH2:5][O:1][CH2:2]2)[CH:7]=[C:8]([CH3:37])[C:9]=1[C:13]1[CH:21]=[CH:20][C:19]([F:22])=[C:18]2[C:14]=1[CH2:15][CH2:16][C@H:17]2[O:23][C:24]1[CH:36]=[CH:35][C:27]2[C@H:28]([CH2:31][C:32]([OH:34])=[O:33])[CH2:29][O:30][C:26]=2[CH:25]=1, predict the reactants needed to synthesize it. (4) Given the product [Cl:15][C:8]1[N:6]2[CH:7]=[C:2]([C:22]3[CH:21]=[N:20][CH:25]=[CH:24][CH:23]=3)[CH:3]=[C:4]([C:16]([F:19])([F:18])[F:17])[C:5]2=[N:10][C:9]=1[C:11]([O:13][CH3:14])=[O:12], predict the reactants needed to synthesize it. The reactants are: Br[C:2]1[CH:3]=[C:4]([C:16]([F:19])([F:18])[F:17])[C:5]2[N:6]([C:8]([Cl:15])=[C:9]([C:11]([O:13][CH3:14])=[O:12])[N:10]=2)[CH:7]=1.[N:20]1[CH:25]=[CH:24][CH:23]=[C:22](B(O)O)[CH:21]=1.[O-]P([O-])([O-])=O.[K+].[K+].[K+]. (5) Given the product [Br:13][C:14]1[CH:15]=[C:16]([CH:20]([CH3:1])[C:21]([OH:23])=[O:22])[CH:17]=[CH:18][CH:19]=1, predict the reactants needed to synthesize it. The reactants are: [CH:1](NC(C)C)(C)C.C([Li])CCC.[Br:13][C:14]1[CH:15]=[C:16]([CH2:20][C:21]([OH:23])=[O:22])[CH:17]=[CH:18][CH:19]=1.CI.[Cl-].[Na+].Cl. (6) Given the product [Cl:2][CH2:3][CH2:4][N:5]([CH2:9][C:10]1[CH:15]=[CH:14][CH:13]=[CH:12][CH:11]=1)[CH2:6][CH2:7][Cl:8], predict the reactants needed to synthesize it. The reactants are: Cl.[Cl:2][CH2:3][CH2:4][NH:5][CH2:6][CH2:7][Cl:8].[CH2:9](Br)[C:10]1[CH:15]=[CH:14][CH:13]=[CH:12][CH:11]=1.C(N(CC)CC)C. (7) The reactants are: Br[C:2]1[CH:7]=[N:6][C:5]([N:8]2[CH2:13][CH2:12][CH:11]([CH2:14][CH2:15][NH:16][C:17](=[O:22])[C:18]([CH3:21])([CH3:20])[CH3:19])[CH2:10][CH2:9]2)=[C:4]2[S:23][C:24]([C:26]([NH2:28])=[O:27])=[CH:25][C:3]=12. Given the product [C:17]([NH:16][CH2:15][CH2:14][CH:11]1[CH2:12][CH2:13][N:8]([C:5]2[N:6]=[CH:7][CH:2]=[C:3]3[CH:25]=[C:24]([C:26]([NH2:28])=[O:27])[S:23][C:4]=23)[CH2:9][CH2:10]1)(=[O:22])[C:18]([CH3:20])([CH3:21])[CH3:19], predict the reactants needed to synthesize it.